From a dataset of Full USPTO retrosynthesis dataset with 1.9M reactions from patents (1976-2016). Predict the reactants needed to synthesize the given product. (1) The reactants are: [F:1][C:2]1[CH:10]=[C:9]2[C:5]([C:6](=O)[C:7](=[O:11])[NH:8]2)=[CH:4][CH:3]=1.[CH:13]1[CH:18]=[C:17]2[C:19](/[C:21](/[NH:33][C:16]2=[CH:15][CH:14]=1)=C1\C2C=CC(Br)=CC=2NC\1=O)=[O:20]. Given the product [CH:13]1[CH:18]=[C:17]2[C:19](/[C:21](/[NH:33][C:16]2=[CH:15][CH:14]=1)=[C:6]1\[C:5]2[CH:4]=[CH:3][C:2]([F:1])=[CH:10][C:9]=2[NH:8][C:7]\1=[O:11])=[O:20], predict the reactants needed to synthesize it. (2) The reactants are: N.CC(C)(C)CC[NH2:6].[O:9]=[C:10]1[C:18]2([C:22]3=[CH:23][C:24]4[O:28][CH2:27][O:26][C:25]=4[CH:29]=[C:21]3[O:20][CH2:19]2)[C:17]2[C:12](=[CH:13][CH:14]=[CH:15][CH:16]=2)[N:11]1[CH2:30][C:31]1[O:35][C:34]([C:36]([F:39])([F:38])[F:37])=[C:33]([C:40](O)=[O:41])[CH:32]=1.O=C1C2(COC3C=C4C(=CC2=3)CCO4)C2C(=CC=CC=2)N1CC(O)=O. Given the product [O:9]=[C:10]1[C:18]2([C:22]3=[CH:23][C:24]4[O:28][CH2:27][O:26][C:25]=4[CH:29]=[C:21]3[O:20][CH2:19]2)[C:17]2[C:12](=[CH:13][CH:14]=[CH:15][CH:16]=2)[N:11]1[CH2:30][C:31]1[O:35][C:34]([C:36]([F:38])([F:39])[F:37])=[C:33]([C:40]([NH2:6])=[O:41])[CH:32]=1, predict the reactants needed to synthesize it. (3) Given the product [ClH:33].[F:1][C:2]1[CH:3]=[C:4]([NH:5][CH:10]2[CH2:15][CH2:14][NH:13][CH2:12][CH2:11]2)[CH:6]=[CH:7][CH:8]=1, predict the reactants needed to synthesize it. The reactants are: [F:1][C:2]1[CH:3]=[C:4]([CH:6]=[CH:7][CH:8]=1)[NH2:5].O=[C:10]1[CH2:15][CH2:14][N:13](C([O-])=O)[CH2:12][CH2:11]1.C(O[BH-](OC(=O)C)OC(=O)C)(=O)C.[Na+].[ClH:33]. (4) Given the product [NH:54]([C:71]([O:73][CH2:74][C:75]1[CH:76]=[CH:77][CH:78]=[CH:79][CH:80]=1)=[O:72])[C@H:55]([C:61]([O:63][CH2:64][C:65]1[CH:70]=[CH:69][CH:68]=[CH:67][CH:66]=1)=[O:62])[CH2:56][CH2:57][C:20]([NH:1][C@H:2]([C:6]([NH:8][CH2:9][C:10]([O:12][CH2:13][C:14]1[CH:15]=[CH:16][CH:17]=[CH:18][CH:19]=1)=[O:11])=[O:7])[CH:3]([CH3:4])[CH3:5])=[O:22], predict the reactants needed to synthesize it. The reactants are: [NH:1]([C:20]([O:22]C(C)(C)C)=O)[C@H:2]([C:6]([NH:8][CH2:9][C:10]([O:12][CH2:13][C:14]1[CH:19]=[CH:18][CH:17]=[CH:16][CH:15]=1)=[O:11])=[O:7])[CH:3]([CH3:5])[CH3:4].Cl.O1CCOCC1.N[C@H](C(NCC(OCC1C=CC=CC=1)=O)=O)C(C)C.Cl.[NH:54]([C:71]([O:73][CH2:74][C:75]1[CH:80]=[CH:79][CH:78]=[CH:77][CH:76]=1)=[O:72])[C@H:55]([C:61]([O:63][CH2:64][C:65]1[CH:70]=[CH:69][CH:68]=[CH:67][CH:66]=1)=[O:62])[CH2:56][CH2:57]C(=O)O.C(N(CC)CC)C.C1C=CC2N(O)N=NC=2C=1.CCN=C=NCCCN(C)C.Cl.